The task is: Binary Classification. Given a miRNA mature sequence and a target amino acid sequence, predict their likelihood of interaction.. This data is from Experimentally validated miRNA-target interactions with 360,000+ pairs, plus equal number of negative samples. (1) The miRNA is hsa-miR-373-5p with sequence ACUCAAAAUGGGGGCGCUUUCC. The protein sequence of the target gene is MNAQLTMEAIGELHGVSHEPVPAPADLLGGSPHARSSVAHRGSHLPPAHPRSMGMASLLDGGSGGGDYHHHHRAPEHSLAGPLHPTMTMACETPPGMSMPTTYTTLTPLQPLPPISTVSDKFPHHHHHHHHHHHPHHHQRLAGNVSGSFTLMRDERGLASMNNLYTPYHKDVAGMGQSLSPLSSSGLGSIHNSQQGLPHYAHPGAAMPTDKMLTPNGFEAHHPAMLGRHGEQHLTPTSAGMVPINGLPPHHPHAHLNAQGHGQLLGTAREPNPSVTGAQVSNGSNSGQMEEINTKEVAQR.... Result: 0 (no interaction). (2) The miRNA is mmu-miR-6356 with sequence UCCCCAGAGUCCUAACAAUGA. The protein sequence of the target gene is MKALILVGGYGTRLRPLTLSTPKPLVDFCNKPILLHQVEALAAAGVDHVILAVSYMSQVLEKEMKAQEQRLGIRISMSHEEEPLGTAGPLALARDLLSETADPFFVLNSDVICDFPFQAMVQFHRHHGQEGSILVTKVEEPSKYGVVVCEADTGRIHRFVEKPQVFVSNKINAGMYILSPAVLQRIQLQPTSIEKEVFPIMAKEGQLYAMELQGFWMDIGQPKDFLTGMCLFLQSLRQKQPERLCSGPGIVGNVLVDPSARIGQNCSIGPNVSLGPGVVVEDGVCIRRCTVLRDARIRSH.... Result: 0 (no interaction). (3) The miRNA is hsa-let-7g-3p with sequence CUGUACAGGCCACUGCCUUGC. The protein sequence of the target gene is MYSPYCLTQDEFHPFIEALLPHVRAFSYTWFNLQARKRKYFKKHEKRMSKDEERAVKDELLGEKPEIKQKWASRLLAKLRKDIRPEFREDFVLTITGKKPPCCVLSNPDQKGKIRRIDCLRQADKVWRLDLVMVILFKGIPLESTDGERLYKSPQCSNPGLCVQPHHIGVTIKELDLYLAYFVHTPESGQSDSSNQQGDADIKPLPNGHLSFQDCFVTSGVWNVTELVRVSQTPVATASGPNFSLADLESPSYYNINQVTLGRRSITSPPSTSTTKRPKSIDDSEMESPVDDVFYPGTGR.... Result: 1 (interaction). (4) The miRNA is mmu-miR-17-5p with sequence CAAAGUGCUUACAGUGCAGGUAG. The protein sequence of the target gene is MASEKPQDLMVTCTAPVNIAVIKYWGKRDEALILPINSSLSVTLHQDQLKTTTTVAISKDFTEDRIWLNGREEDVGQPRLQACLREIRRLARKRRSTEDGDTLPLSLSYKVHVASVNNFPTAAGLASSAAGYACLAYTLAQVYGVEGDLSEVARRGSGSACRSLYGGFVEWQMGEQADGKDSIARQIAPEWHWPQLRILILVVSADKKQTGSTVGMQTSVETSTLLKFRAESVVPERMKEMTRCIQEQDFQGFAQLTMKDSNQFHATCLDTFPPISYLNDTSRRIIQLVHRFNTHQGQTK.... Result: 0 (no interaction). (5) The miRNA is hsa-miR-8076 with sequence UAUAUGGACUUUUCUGAUACAAUG. The protein sequence of the target gene is MNYTESSPLRESTAIGFTPELESIIPVPSNKTTCENWREIHHLVFHVANICFAVGLVIPTTLHLHMIFLRGMLTLGCTLYIVWATLYRCALDIMIWNSVFLGVNILHLSYLLYKKRPVKIEKELSGMYRRLFEPLRVPPDLFRRLTGQFCMIQTLKKGQTYAAEDKTSVDDRLSILLKGKMKVSYRGHFLHNIYPCAFIDSPEFRSTQMHKGEKFQVTIIADDNCRFLCWSRERLTYFLESEPFLYEIFRYLIGKDITNKLYSLNDPTLNDKKAKKLEHQLSLCTQISMLEMRNSIASSS.... Result: 1 (interaction). (6) The miRNA is rno-let-7c-5p with sequence UGAGGUAGUAGGUUGUAUGGUU. The protein sequence of the target gene is MQGPGGNVSRGLPSGPASTVASGAGRCESGALMHSFGIFLQGLLGVVAFSTLMLKRFREPKHERRPWRIWFLDTSKQAIGMLFIHFANVYLADLTEEDPCSLYLINFLLDATVGMLLIYVGVRAVGVLVEWQQWESLRFGEYGDPLQCGAWVGQCALYIVIMIFEKSVVFIVLLILQWKKVALLNPIENPDLKLAIVMLIVPFFVNAFMFWVVDNFLMRKGKTKAKLEERGANQDSRNGSKVRYRRAASHEESESEILISADDEMEESDAEEDLRRPVKKKHRFGLPV. Result: 0 (no interaction). (7) The miRNA is hsa-miR-5194 with sequence UGAGGGGUUUGGAAUGGGAUGG. The protein sequence of the target gene is MATTVPDGCRNGLKSKYYRLCDKAEAWGIVLETVATAGVVTSVAFMLTLPILVCKVQDSNRRKMLPTQFLFLLGVLGIFGLTFAFIIGLDGSTGPTRFFLFGILFSICFSCLLAHAVSLTKLVRGRKPLSLLVILGLAVGFSLVQDVIAIEYIVLTMNRTNVNVFSELSAPRRNEDFVLLLTYVLFLMALTFLMSSFTFCGSFTGWKRHGAHIYLTMLLSIAIWVAWITLLMLPDFDRRWDDTILSSALAANGWVFLLAYVSPEFWLLTKQRNPMDYPVEDAFCKPQLVKKSYGVENRAY.... Result: 1 (interaction). (8) The miRNA is ath-miR774a with sequence UUGGUUACCCAUAUGGCCAUC. The protein sequence of the target gene is MQQTRTEAVAGAFSRCLGFCGMRLGLLLLARHWCIAGVFPQKFDGDSAYVGMSDGNPELLSTSQTYNGQSENNEDYEIPPITPPNLPEPSLLHLGDHEASYHSLCHGLTPNGLLPAYSYQAMDLPAIMVSNMLAQDSHLLSGQLPTIQEMVHSEVAAYDSGRPGPLLGRPAMLASHMSALSQSQLISQMGIRSSIAHSSPSPPGSKSATPSPSSSTQEEESEVHFKISGEKRPSADPGKKAKNPKKKKKKDPNEPQKPVSAYALFFRDTQAAIKGQNPSATFGDVSKIVASMWDSLGEEQ.... Result: 0 (no interaction).